This data is from Full USPTO retrosynthesis dataset with 1.9M reactions from patents (1976-2016). The task is: Predict the reactants needed to synthesize the given product. (1) Given the product [O:1]1[C:5]2[CH:6]=[CH:7][C:8]([NH:10][C:11]([NH:26][C:22]([CH3:25])([CH3:21])[CH2:23][CH3:24])=[C:12]([S:15]([CH3:18])(=[O:17])=[O:16])[C:13]#[N:14])=[CH:9][C:4]=2[O:3][CH2:2]1, predict the reactants needed to synthesize it. The reactants are: [O:1]1[C:5]2[CH:6]=[CH:7][C:8]([NH:10][C:11](SC)=[C:12]([S:15]([CH3:18])(=[O:17])=[O:16])[C:13]#[N:14])=[CH:9][C:4]=2[O:3][CH2:2]1.[CH3:21][C:22]([NH2:26])([CH3:25])[CH2:23][CH3:24]. (2) Given the product [CH:58]([N:61]1[CH2:66][CH2:65][N:64]([C:22]([C:21]2[CH:20]=[CH:19][C:18]([C:15]3[CH:16]=[CH:17][C:12]4[N:13]([C:9]([C:6]5[CH:7]=[CH:8][C:3]([C:1]#[N:2])=[CH:4][CH:5]=5)=[CH:10][N:11]=4)[N:14]=3)=[CH:26][CH:25]=2)=[O:23])[CH2:63][CH2:62]1)([CH3:60])[CH3:59], predict the reactants needed to synthesize it. The reactants are: [C:1]([C:3]1[CH:8]=[CH:7][C:6]([C:9]2[N:13]3[N:14]=[C:15]([C:18]4[CH:26]=[CH:25][C:21]([C:22](O)=[O:23])=[CH:20][CH:19]=4)[CH:16]=[CH:17][C:12]3=[N:11][CH:10]=2)=[CH:5][CH:4]=1)#[N:2].CN(C(ON1N=NC2C=CC=NC1=2)=[N+](C)C)C.F[P-](F)(F)(F)(F)F.CN1CCOCC1.[CH:58]([N:61]1[CH2:66][CH2:65][NH:64][CH2:63][CH2:62]1)([CH3:60])[CH3:59]. (3) Given the product [CH:30]([O:29][CH2:28][CH2:27][O:26][CH2:25][C:21]1[N:20]=[C:19]([CH2:18][N:14]2[C:9]3[N:10]=[C:11]([NH2:13])[N:12]=[C:7]([C:5]4[O:6][C:2]([CH3:1])=[CH:3][CH:4]=4)[C:8]=3[N:16]=[N:15]2)[CH:24]=[CH:23][CH:22]=1)([CH3:32])[CH3:31], predict the reactants needed to synthesize it. The reactants are: [CH3:1][C:2]1[O:6][C:5]([C:7]2[C:8]3[NH:16][N:15]=[N:14][C:9]=3[N:10]=[C:11]([NH2:13])[N:12]=2)=[CH:4][CH:3]=1.Br[CH2:18][C:19]1[CH:24]=[CH:23][CH:22]=[C:21]([CH2:25][O:26][CH2:27][CH2:28][O:29][CH:30]([CH3:32])[CH3:31])[N:20]=1. (4) Given the product [CH2:1]([CH:3]([CH2:22][CH2:23][CH2:24][CH3:25])[CH2:4][N:5]1[C:17]2[C:12](=[CH:13][C:14]([C:29]([C:28]3[C:27]([CH3:26])=[CH:35][C:34]([CH3:36])=[CH:33][C:32]=3[CH3:37])=[O:30])=[C:15]3[CH:21]=[CH:20][CH:19]=[CH:18][C:16]3=2)[C:11]2[C:6]1=[CH:7][CH:8]=[C:9]([C:45](=[O:46])[C:44]1[CH:48]=[CH:49][CH:50]=[CH:51][C:43]=1[F:42])[CH:10]=2)[CH3:2], predict the reactants needed to synthesize it. The reactants are: [CH2:1]([CH:3]([CH2:22][CH2:23][CH2:24][CH3:25])[CH2:4][N:5]1[C:17]2[C:12](=[CH:13][CH:14]=[C:15]3[CH:21]=[CH:20][CH:19]=[CH:18][C:16]3=2)[C:11]2[C:6]1=[CH:7][CH:8]=[CH:9][CH:10]=2)[CH3:2].[CH3:26][C:27]1[CH:35]=[C:34]([CH3:36])[CH:33]=[C:32]([CH3:37])[C:28]=1[C:29](Cl)=[O:30].[Al+3].[Cl-].[Cl-].[Cl-].[F:42][C:43]1[CH:51]=[CH:50][CH:49]=[CH:48][C:44]=1[C:45](Cl)=[O:46]. (5) Given the product [F:1][C:2]([F:26])([F:25])[O:3][C:4]1[CH:9]=[CH:8][C:7]([N:10]2[CH:14]=[N:13][C:12]([C:15]3[CH:20]=[CH:19][C:18]([CH2:21][CH:22]([NH2:33])[CH3:23])=[CH:17][CH:16]=3)=[N:11]2)=[CH:6][CH:5]=1, predict the reactants needed to synthesize it. The reactants are: [F:1][C:2]([F:26])([F:25])[O:3][C:4]1[CH:9]=[CH:8][C:7]([N:10]2[CH:14]=[N:13][C:12]([C:15]3[CH:20]=[CH:19][C:18]([CH2:21][C:22](=O)[CH3:23])=[CH:17][CH:16]=3)=[N:11]2)=[CH:6][CH:5]=1.C([O-])(=O)C.[NH4+].C([BH3-])#[N:33].[Na+]. (6) Given the product [OH:1][C:2]([CH3:32])([CH3:31])[C@H:3]([NH:15][C:16]([N:18]1[CH2:23][C:22](=[O:24])[NH:21][C:20]2[CH:25]=[C:26]([O:29][CH3:30])[CH:27]=[N:28][C:19]1=2)=[O:17])[C:4]1[CH:9]=[CH:8][C:7]([O:10][C:11]([F:12])([F:14])[F:13])=[CH:6][CH:5]=1, predict the reactants needed to synthesize it. The reactants are: [OH:1][C:2]([CH3:32])([CH3:31])[CH:3]([NH:15][C:16]([N:18]1[CH2:23][C:22](=[O:24])[NH:21][C:20]2[CH:25]=[C:26]([O:29][CH3:30])[CH:27]=[N:28][C:19]1=2)=[O:17])[C:4]1[CH:9]=[CH:8][C:7]([O:10][C:11]([F:14])([F:13])[F:12])=[CH:6][CH:5]=1.C(=O)=O.CO.